This data is from Reaction yield outcomes from USPTO patents with 853,638 reactions. The task is: Predict the reaction yield, written as a fraction of the theoretical maximum amount of product (1.0 means a 100% yield; for example, 0.34 means a 34% yield). (1) The reactants are [OH:1][N:2]=[C:3](Cl)[C:4]1[C:8]([NH:9][CH2:10][CH2:11][O:12][CH3:13])=[N:7][O:6][N:5]=1.[NH2:15][C:16]1[CH:17]=[CH:18][C:19]([F:24])=[C:20]([CH:23]=1)[C:21]#[N:22]. No catalyst specified. The product is [C:21]([C:20]1[CH:23]=[C:16]([NH:15][C:3]([C:4]2[C:8]([NH:9][CH2:10][CH2:11][O:12][CH3:13])=[N:7][O:6][N:5]=2)=[N:2][OH:1])[CH:17]=[CH:18][C:19]=1[F:24])#[N:22]. The yield is 1.00. (2) The reactants are S([O:11][CH:12]1[CH2:15][N:14]([C:16]([O:18][C:19]([CH3:22])([CH3:21])[CH3:20])=[O:17])[CH2:13]1)(C1C=CC(C)=CC=1)(=O)=O.[Cl:23][C:24]1[CH:29]=[C:28]([Cl:30])[CH:27]=[CH:26][C:25]=1O.C(=O)([O-])[O-].[K+].[K+]. The catalyst is CN(C=O)C. The product is [Cl:23][C:24]1[CH:29]=[C:28]([Cl:30])[CH:27]=[CH:26][C:25]=1[O:11][CH:12]1[CH2:13][N:14]([C:16]([O:18][C:19]([CH3:20])([CH3:21])[CH3:22])=[O:17])[CH2:15]1. The yield is 0.630. (3) The reactants are [C:1]([N:8]1[CH2:12][C@@H:11]([N:13]([C:22](=[O:24])[CH3:23])[CH:14]2[CH2:19][CH2:18][C:17]([CH3:21])([CH3:20])[CH2:16][CH2:15]2)[CH2:10][C@H:9]1[C:25]([O:27]C)=[O:26])([O:3][C:4]([CH3:7])([CH3:6])[CH3:5])=[O:2].[Li+].[OH-]. The catalyst is CO.O. The product is [C:1]([N:8]1[CH2:12][C@@H:11]([N:13]([C:22](=[O:24])[CH3:23])[CH:14]2[CH2:19][CH2:18][C:17]([CH3:21])([CH3:20])[CH2:16][CH2:15]2)[CH2:10][C@H:9]1[C:25]([OH:27])=[O:26])([O:3][C:4]([CH3:7])([CH3:6])[CH3:5])=[O:2]. The yield is 0.970. (4) The reactants are [CH3:1][C:2]1[CH:7]=[CH:6][C:5]([C:8]2[N:9]([C:18]3[CH:23]=[CH:22][C:21]([S:24]([CH3:27])(=[O:26])=[O:25])=[CH:20][CH:19]=3)[CH2:10][C:11](O)([C:13]([F:16])([F:15])[F:14])[N:12]=2)=[CH:4][CH:3]=1.O.C1(C)C=CC(S(O)(=O)=O)=CC=1. The catalyst is C1(C)C=CC=CC=1. The product is [CH3:1][C:2]1[CH:7]=[CH:6][C:5]([C:8]2[N:9]([C:18]3[CH:23]=[CH:22][C:21]([S:24]([CH3:27])(=[O:26])=[O:25])=[CH:20][CH:19]=3)[CH:10]=[C:11]([C:13]([F:15])([F:16])[F:14])[N:12]=2)=[CH:4][CH:3]=1. The yield is 0.540. (5) The reactants are C(N(C(C)C)C(C)C)C.[CH3:10][C:11]([OH:50])([C:13]1[CH:14]=[CH:15][CH:16]=[CH:17][C:18]=1[CH2:19][CH2:20][C@@H:21](SCC1(CC([O-])=O)CC1)[C:22]1[CH:23]=[CH:24][CH:25]=[C:26](/[CH:28]=[CH:29]/[C:30]2[CH:31]=[CH:32][C:33]3[CH:34]=[CH:35][C:36]([Cl:40])=[CH:37][C:38]=3[N:39]=2)[CH:27]=1)[CH3:12].[Na+].[CH3:52][S:53](Cl)(=[O:55])=[O:54].C(#N)C.[O:60]1CCCC1. No catalyst specified. The product is [Cl:40][C:36]1[CH:37]=[C:38]2[C:33]([CH:32]=[CH:31][C:30](/[CH:29]=[CH:28]/[C:26]3[CH:27]=[C:22]([C@@H:21]([O:54][S:53]([CH3:52])(=[O:55])=[O:60])[CH2:20][CH2:19][C:18]4[CH:17]=[CH:16][CH:15]=[CH:14][C:13]=4[C:11]([OH:50])([CH3:12])[CH3:10])[CH:23]=[CH:24][CH:25]=3)=[N:39]2)=[CH:34][CH:35]=1. The yield is 0.854.